This data is from Reaction yield outcomes from USPTO patents with 853,638 reactions. The task is: Predict the reaction yield, written as a fraction of the theoretical maximum amount of product (1.0 means a 100% yield; for example, 0.34 means a 34% yield). (1) The reactants are [N:1]1[C:2]([CH2:10][OH:11])=[CH:3][N:4]2[CH:9]=[CH:8][CH:7]=[CH:6][C:5]=12.[CH:12]([Si:15](Cl)([CH:19]([CH3:21])[CH3:20])[CH:16]([CH3:18])[CH3:17])([CH3:14])[CH3:13].O. The catalyst is ClCCl. The product is [CH:12]([Si:15]([CH:19]([CH3:21])[CH3:20])([CH:16]([CH3:18])[CH3:17])[O:11][CH2:10][C:2]1[N:1]=[C:5]2[CH:6]=[CH:7][CH:8]=[CH:9][N:4]2[CH:3]=1)([CH3:14])[CH3:13]. The yield is 0.920. (2) The reactants are [Br:1][C:2]1[CH:23]=[CH:22][CH:21]=[CH:20][C:3]=1[CH2:4][CH:5]1[C:11](=[O:12])[N:10]([CH3:13])[C:9]2[CH:14]=[CH:15][C:16]([Cl:18])=[CH:17][C:8]=2[C:7](Cl)=[N:6]1.CC1(C)C(C)(C)OB([C:32]2[CH:41]=[CH:40][C:35]3[NH:36][C:37](=[O:39])[NH:38][C:34]=3[CH:33]=2)O1.[Cl-].[Li+].O.[OH-].[Cs+]. The catalyst is [Pd].C1(P(C2C=CC=CC=2)C2C=CC=CC=2)C=CC=CC=1.C1(P(C2C=CC=CC=2)C2C=CC=CC=2)C=CC=CC=1.C1(P(C2C=CC=CC=2)C2C=CC=CC=2)C=CC=CC=1.C1(P(C2C=CC=CC=2)C2C=CC=CC=2)C=CC=CC=1.O.O1CCOCC1. The product is [Br:1][C:2]1[CH:23]=[CH:22][CH:21]=[CH:20][C:3]=1[CH2:4][CH:5]1[C:11](=[O:12])[N:10]([CH3:13])[C:9]2[CH:14]=[CH:15][C:16]([Cl:18])=[CH:17][C:8]=2[C:7]([C:32]2[CH:41]=[CH:40][C:35]3[NH:36][C:37](=[O:39])[NH:38][C:34]=3[CH:33]=2)=[N:6]1. The yield is 0.190. (3) The reactants are C1N=CN(C(N2C=NC=C2)=O)C=1.[C:13]([O:17][C:18]([NH:20][CH2:21][C:22]1([C:25]([OH:27])=O)[CH2:24][CH2:23]1)=[O:19])([CH3:16])([CH3:15])[CH3:14].[NH2:28][NH2:29].O. The catalyst is C1COCC1. The product is [C:13]([O:17][C:18](=[O:19])[NH:20][CH2:21][C:22]1([C:25]([NH:28][NH2:29])=[O:27])[CH2:24][CH2:23]1)([CH3:16])([CH3:15])[CH3:14]. The yield is 0.840. (4) The reactants are [CH3:1][O:2][N:3]=[C:4]1[C:12]2[C:7](=[CH:8][C:9](Br)=[CH:10][CH:11]=2)[CH2:6][CH2:5]1.[Li]CCCC.CN([CH:22]=[O:23])C. The catalyst is C1COCC1. The product is [CH3:1][O:2][N:3]=[C:4]1[C:12]2[C:7](=[CH:8][C:9]([CH:22]=[O:23])=[CH:10][CH:11]=2)[CH2:6][CH2:5]1. The yield is 0.650. (5) The reactants are [C:1]([O:9][C@@H:10]1[C@H:14]([CH2:15][O:16][C:17](=[O:24])[C:18]2[CH:23]=[CH:22][CH:21]=[CH:20][CH:19]=2)[O:13][C@H:12]([N:25]2[CH:32]=[CH:31][C:29](=[O:30])[NH:28][C:26]2=[O:27])[C@H:11]1[OH:33])(=[O:8])[C:2]1[CH:7]=[CH:6][CH:5]=[CH:4][CH:3]=1.C1(N=C=NC2CCCCC2)CCCCC1.ClC(Cl)C(O)=O.C(O)(=O)C(O)=O.[BH4-].[Na+]. The catalyst is C(OCC)(=O)C.CO.N1C=CC=CC=1.C1C=CC=CC=1.CS(C)=O. The product is [C:1]([O:9][C@H:10]1[C@H:14]([CH2:15][O:16][C:17](=[O:24])[C:18]2[CH:23]=[CH:22][CH:21]=[CH:20][CH:19]=2)[O:13][C@H:12]([N:25]2[CH:32]=[CH:31][C:29](=[O:30])[NH:28][C:26]2=[O:27])[C@@H:11]1[OH:33])(=[O:8])[C:2]1[CH:7]=[CH:6][CH:5]=[CH:4][CH:3]=1. The yield is 0.660. (6) The reactants are [C:1]12([N:11]=[C:12]=[O:13])[CH2:10][CH:5]3[CH2:6][CH:7]([CH2:9][CH:3]([CH2:4]3)[CH2:2]1)[CH2:8]2.[S:14]1[CH:18]=[CH:17][CH:16]=[C:15]1[CH2:19][OH:20]. The catalyst is N1C=CC=CC=1.C1(C)C=CC=CC=1.Cl[Cu]. The product is [S:14]1[CH:18]=[CH:17][CH:16]=[C:15]1[CH2:19][O:20][C:12](=[O:13])[NH:11][C:1]12[CH2:2][CH:3]3[CH2:9][CH:7]([CH2:6][CH:5]([CH2:4]3)[CH2:10]1)[CH2:8]2. The yield is 0.790. (7) The product is [Br:12][C:7]1[C:5]2[C:4](=[CH:3][CH:2]=[CH:1][CH:6]=2)[C:10]([OH:11])=[CH:9][CH:8]=1. The yield is 0.640. The catalyst is CC#N. The reactants are [CH:1]1[CH:2]=[CH:3][C:4]2[C:5](=[CH:7][CH:8]=[CH:9][C:10]=2[OH:11])[CH:6]=1.[Br:12]N1C(=O)CCC1=O.